This data is from Forward reaction prediction with 1.9M reactions from USPTO patents (1976-2016). The task is: Predict the product of the given reaction. Given the reactants [OH:1][C:2]1[C:7](=[O:8])[N:6]2[CH2:9][CH2:10][N:11]([CH2:12][CH2:13][OH:14])[C:5]2=[N:4][C:3]=1[C:15]([O:17]CC)=O.[F:20][C:21]1[CH:28]=[CH:27][C:24]([CH2:25][NH2:26])=[CH:23][CH:22]=1, predict the reaction product. The product is: [F:20][C:21]1[CH:28]=[CH:27][C:24]([CH2:25][NH:26][C:15]([C:3]2[N:4]=[C:5]3[N:11]([CH2:12][CH2:13][OH:14])[CH2:10][CH2:9][N:6]3[C:7](=[O:8])[C:2]=2[OH:1])=[O:17])=[CH:23][CH:22]=1.